Dataset: Full USPTO retrosynthesis dataset with 1.9M reactions from patents (1976-2016). Task: Predict the reactants needed to synthesize the given product. (1) Given the product [CH3:24][C:23]1[CH:22]=[C:21]([CH3:25])[NH:20][C:19](=[O:26])[C:18]=1[CH2:17][NH:16][C:14]([C:4]1[C:5]2[CH:10]=[N:9][N:8]([CH:11]([CH3:13])[CH3:12])[C:6]=2[N:7]=[C:2]([C:31]2[CH:32]=[CH:33][C:28]([F:27])=[CH:29][CH:30]=2)[CH:3]=1)=[O:15], predict the reactants needed to synthesize it. The reactants are: Cl[C:2]1[CH:3]=[C:4]([C:14]([NH:16][CH2:17][C:18]2[C:19](=[O:26])[NH:20][C:21]([CH3:25])=[CH:22][C:23]=2[CH3:24])=[O:15])[C:5]2[CH:10]=[N:9][N:8]([CH:11]([CH3:13])[CH3:12])[C:6]=2[N:7]=1.[F:27][C:28]1[CH:33]=[CH:32][C:31](B(O)O)=[CH:30][CH:29]=1.C(=O)([O-])[O-].[Na+].[Na+].B(O)O. (2) Given the product [CH3:1][S:2]([O:5][C:6]1[CH:11]=[CH:10][C:9]([C:12]2([C:22]3[CH:27]=[CH:26][C:25]([F:28])=[C:24]([C:34]4[CH:35]=[N:30][CH:31]=[N:32][CH:33]=4)[CH:23]=3)[C:16](=[O:17])[N:15]([CH2:18][CH2:19][CH3:20])[C:14]([NH2:21])=[N:13]2)=[CH:8][CH:7]=1)(=[O:4])=[O:3], predict the reactants needed to synthesize it. The reactants are: [CH3:1][S:2]([O:5][C:6]1[CH:11]=[CH:10][C:9]([C:12]2([C:22]3[CH:27]=[CH:26][C:25]([F:28])=[C:24](Br)[CH:23]=3)[C:16](=[O:17])[N:15]([CH2:18][CH2:19][CH3:20])[C:14]([NH2:21])=[N:13]2)=[CH:8][CH:7]=1)(=[O:4])=[O:3].[N:30]1[CH:35]=[C:34](B(O)O)[CH:33]=[N:32][CH:31]=1.